From a dataset of Full USPTO retrosynthesis dataset with 1.9M reactions from patents (1976-2016). Predict the reactants needed to synthesize the given product. (1) Given the product [F:27][C:28]1[CH:29]=[CH:30][C:31]([O:38][CH3:39])=[C:32]([C:34]2[N:35]=[C:18]([C:17]3[CH:21]=[CH:22][C:14]([N:9]4[CH2:10][CH2:11][CH2:12][CH2:13][CH:8]4[CH3:7])=[C:15]([C:23]([F:26])([F:25])[F:24])[CH:16]=3)[O:20][N:36]=2)[CH:33]=1, predict the reactants needed to synthesize it. The reactants are: C(Cl)(=O)C(Cl)=O.[CH3:7][CH:8]1[CH2:13][CH2:12][CH2:11][CH2:10][N:9]1[C:14]1[CH:22]=[CH:21][C:17]([C:18]([OH:20])=O)=[CH:16][C:15]=1[C:23]([F:26])([F:25])[F:24].[F:27][C:28]1[CH:29]=[CH:30][C:31]([O:38][CH3:39])=[C:32]([C:34](=[N:36]O)[NH2:35])[CH:33]=1.CCN(C(C)C)C(C)C. (2) Given the product [CH2:1]([O:3][C:4]([C:6]1[C:7]([CH3:15])=[C:8]([I:16])[NH:9][C:10]=1[CH3:11])=[O:5])[CH3:2], predict the reactants needed to synthesize it. The reactants are: [CH2:1]([O:3][C:4]([C:6]1[C:7]([CH3:15])=[C:8](C(O)=O)[NH:9][C:10]=1[CH3:11])=[O:5])[CH3:2].[I-:16].[K+].II.S([O-])([O-])(=O)=S.[Na+].[Na+]. (3) Given the product [CH:11]1([N:8]2[CH2:9][CH2:10][N:5]([C:3](=[O:4])[CH2:2][N:16]3[CH2:21][CH2:20][CH:19]([C:22]4[CH:29]=[CH:28][C:25]([C:26]#[N:27])=[CH:24][CH:23]=4)[CH2:18][CH2:17]3)[CH2:6][CH2:7]2)[CH2:15][CH2:14][CH2:13][CH2:12]1, predict the reactants needed to synthesize it. The reactants are: Br[CH2:2][C:3]([N:5]1[CH2:10][CH2:9][N:8]([CH:11]2[CH2:15][CH2:14][CH2:13][CH2:12]2)[CH2:7][CH2:6]1)=[O:4].[NH:16]1[CH2:21][CH2:20][CH:19]([C:22]2[CH:29]=[CH:28][C:25]([C:26]#[N:27])=[CH:24][CH:23]=2)[CH2:18][CH2:17]1.C(=O)([O-])[O-].[K+].[K+]. (4) Given the product [F:1][C:2]1[C:3]([NH:23][CH3:24])=[CH:4][C:5]2[O:10][CH2:9][N:8]([C:11]3[CH:12]=[CH:13][C:14]([C:15]([OH:17])=[O:16])=[CH:19][CH:20]=3)[C:7](=[O:21])[C:6]=2[CH:22]=1, predict the reactants needed to synthesize it. The reactants are: [F:1][C:2]1[C:3]([NH:23][CH3:24])=[CH:4][C:5]2[O:10][CH2:9][N:8]([C:11]3[CH:20]=[CH:19][C:14]([C:15]([O:17]C)=[O:16])=[CH:13][CH:12]=3)[C:7](=[O:21])[C:6]=2[CH:22]=1.[OH-].[Na+]. (5) Given the product [Br:17][CH2:18][CH2:19][CH2:20][CH2:21][CH2:22][CH2:23][O:7][C:8]1[CH:9]=[C:10]([C:11]([NH2:13])=[O:12])[CH:14]=[CH:15][CH:16]=1, predict the reactants needed to synthesize it. The reactants are: C([O-])([O-])=O.[K+].[K+].[OH:7][C:8]1[CH:9]=[C:10]([CH:14]=[CH:15][CH:16]=1)[C:11]([NH2:13])=[O:12].[Br:17][CH2:18][CH2:19][CH2:20][CH2:21][CH2:22][CH2:23]Br. (6) Given the product [Cl:36][C:37]1[CH:38]=[CH:39][C:40]2[N:46]3[CH:47]=[CH:48][CH:49]=[C:45]3[C@@H:44]([CH2:50][CH2:51][N:52]3[C:56]([C:57]([OH:59])=[O:58])=[CH:55][N:54]=[N:53]3)[O:43][C@H:42]([C:62]3[CH:67]=[CH:66][CH:65]=[C:64]([O:68][CH3:69])[C:63]=3[O:70][CH3:71])[C:41]=2[CH:72]=1, predict the reactants needed to synthesize it. The reactants are: ClC1C=CC2N3C=CC=C3[C@@H](CCN3C=C(C(O)=O)N=N3)O[C@H](C3C=CC=C(OC)C=3OC)C=2C=1.[Cl:36][C:37]1[CH:38]=[CH:39][C:40]2[N:46]3[CH:47]=[CH:48][CH:49]=[C:45]3[C@@H:44]([CH2:50][CH2:51][N:52]3[C:56]([C:57]([O:59]CC)=[O:58])=[CH:55][N:54]=[N:53]3)[O:43][C@H:42]([C:62]3[CH:67]=[CH:66][CH:65]=[C:64]([O:68][CH3:69])[C:63]=3[O:70][CH3:71])[C:41]=2[CH:72]=1.C(=O)([O-])[O-].[K+].[K+]. (7) Given the product [C:12]([O:16][C:17]([N:19]1[CH2:20][CH2:21][C:22]2([CH2:28][CH2:27][C:26]([N:34]([CH3:36])[CH3:35])([C:29]3[S:30][C:31]([F:56])=[CH:32][CH:33]=3)[CH2:25][CH2:24]2)[CH2:23]1)=[O:18])([CH3:15])([CH3:14])[CH3:13], predict the reactants needed to synthesize it. The reactants are: C([Li])CCC.CCCCCC.[C:12]([O:16][C:17]([N:19]1[CH2:23][C:22]2([CH2:28][CH2:27][C:26]([N:34]([CH3:36])[CH3:35])([C:29]3[S:30][CH:31]=[CH:32][CH:33]=3)[CH2:25][CH2:24]2)[CH2:21][CH2:20]1)=[O:18])([CH3:15])([CH3:14])[CH3:13].C1(S(N([F:56])S(C2C=CC=CC=2)(=O)=O)(=O)=O)C=CC=CC=1.[Cl-].[NH4+].